Dataset: Full USPTO retrosynthesis dataset with 1.9M reactions from patents (1976-2016). Task: Predict the reactants needed to synthesize the given product. (1) The reactants are: [CH3:1][C:2]([CH2:5][CH2:6][NH:7][C@H:8]([C:13]([NH:15][C@H:16]([C:24]([O:26][CH3:27])=[O:25])[CH2:17][C:18]1[CH:23]=[CH:22][CH:21]=[CH:20][CH:19]=1)=[O:14])[CH2:9][C:10]([OH:12])=[O:11])([CH3:4])[CH3:3].CC(C)(C)CC=O. Given the product [CH3:27][O:26][C:24]([C@@H:16]([NH:15][C:13]([C@@H:8]([NH2:7])[CH2:9][C:10]([OH:12])=[O:11])=[O:14])[CH2:17][C:18]1[CH:19]=[CH:20][CH:21]=[CH:22][CH:23]=1)=[O:25].[CH3:4][C:2]([CH2:5][CH2:6][NH:7][C@H:8]([C:13]([NH:15][C@H:16]([C:24]([O:26][CH3:27])=[O:25])[CH2:17][C:18]1[CH:23]=[CH:22][CH:21]=[CH:20][CH:19]=1)=[O:14])[CH2:9][C:10]([OH:12])=[O:11])([CH3:1])[CH3:3], predict the reactants needed to synthesize it. (2) Given the product [Br:1][C:2]1[CH:3]=[C:4]2[C:8](=[CH:9][CH:10]=1)[NH:7][CH:6]=[C:5]2[C:11]1[C:12](=[O:13])[NH:14][C:17](=[O:16])[C:18]=1[C:19]1[CH:20]=[C:21]2[C:26]3=[C:27]([CH2:29][CH2:30][N:25]3[CH2:24][CH2:23][CH2:22]2)[CH:28]=1, predict the reactants needed to synthesize it. The reactants are: [Br:1][C:2]1[CH:3]=[C:4]2[C:8](=[CH:9][CH:10]=1)[NH:7][CH:6]=[C:5]2[CH2:11][C:12]([NH2:14])=[O:13].C[O:16][C:17](=O)[C:18](=O)[C:19]1[CH:20]=[C:21]2[C:26]3=[C:27]([CH2:29][CH2:30][N:25]3[CH2:24][CH2:23][CH2:22]2)[CH:28]=1.CC(C)([O-])C.[K+].N1CCCCC1.C(O)(=O)C.